Dataset: Forward reaction prediction with 1.9M reactions from USPTO patents (1976-2016). Task: Predict the product of the given reaction. (1) Given the reactants [CH3:1][C:2]1[C:11]2[C:6](=[CH:7][C:8]([C:12]([F:15])([F:14])[F:13])=[CH:9][CH:10]=2)[C:5](=[O:16])[N:4]([CH2:17][CH2:18][CH3:19])[C:3]=1[C:20]([OH:22])=O.CN(C(ON1N=NC2C=CC=NC1=2)=[N+](C)C)C.F[P-](F)(F)(F)(F)F.CCN(C(C)C)C(C)C.[F:56][C:57]1[CH:58]=[C:59]([CH:62]=[CH:63][CH:64]=1)[CH2:60][NH2:61], predict the reaction product. The product is: [F:56][C:57]1[CH:58]=[C:59]([CH:62]=[CH:63][CH:64]=1)[CH2:60][NH:61][C:20]([C:3]1[N:4]([CH2:17][CH2:18][CH3:19])[C:5](=[O:16])[C:6]2[C:11]([C:2]=1[CH3:1])=[CH:10][CH:9]=[C:8]([C:12]([F:13])([F:15])[F:14])[CH:7]=2)=[O:22]. (2) Given the reactants Br[C:2]1[CH:3]=[CH:4][C:5]([F:27])=[C:6]([CH2:8][CH2:9][N:10]2[CH2:15][CH2:14][N:13]([C:16]3[CH:25]=[CH:24][CH:23]=[C:22]4[C:17]=3[CH:18]=[CH:19][C:20]([CH3:26])=[N:21]4)[CH2:12][CH2:11]2)[CH:7]=1.[NH:28]1[CH2:32][CH2:31][NH:30][C:29]1=[O:33], predict the reaction product. The product is: [F:27][C:5]1[CH:4]=[CH:3][C:2]([N:28]2[CH2:32][CH2:31][NH:30][C:29]2=[O:33])=[CH:7][C:6]=1[CH2:8][CH2:9][N:10]1[CH2:15][CH2:14][N:13]([C:16]2[CH:25]=[CH:24][CH:23]=[C:22]3[C:17]=2[CH:18]=[CH:19][C:20]([CH3:26])=[N:21]3)[CH2:12][CH2:11]1.